Dataset: Full USPTO retrosynthesis dataset with 1.9M reactions from patents (1976-2016). Task: Predict the reactants needed to synthesize the given product. (1) Given the product [CH3:1][O:2][C:3](=[O:43])[CH2:4][CH2:5][CH2:6][C:7]#[C:8][C:9]1[CH:14]=[CH:13][C:12]([C:15]([CH2:40][CH3:41])([C:18]2[CH:23]=[CH:22][C:21]([C:24]#[C:25][C:26]([OH:35])([C:31]([F:33])([F:34])[F:32])[C:27]([F:30])([F:29])[F:28])=[C:20]([CH3:39])[CH:19]=2)[CH2:16][CH3:17])=[CH:11][C:10]=1[CH3:42], predict the reactants needed to synthesize it. The reactants are: [CH3:1][O:2][C:3](=[O:43])[CH2:4][CH2:5][CH2:6][C:7]#[C:8][C:9]1[CH:14]=[CH:13][C:12]([C:15]([CH2:40][CH3:41])([C:18]2[CH:23]=[CH:22][C:21]([C:24]#[C:25][C:26]([O:35]COC)([C:31]([F:34])([F:33])[F:32])[C:27]([F:30])([F:29])[F:28])=[C:20]([CH3:39])[CH:19]=2)[CH2:16][CH3:17])=[CH:11][C:10]=1[CH3:42]. (2) Given the product [CH3:55][O:54][C:44]1[C:42]2[N:43]=[C:39]([NH:38][C:37](=[O:56])[N:58]([CH3:57])[CH:59]3[CH2:60][CH2:61][CH:62]([C:65]([F:66])([F:67])[F:68])[CH2:63][CH2:64]3)[S:40][C:41]=2[C:47]([N:13]2[CH2:18][CH2:17][O:16][CH2:15][CH2:14]2)=[CH:46][CH:45]=1, predict the reactants needed to synthesize it. The reactants are: COC1C2N=C(N)SC=2C([N:13]2[CH2:18][CH2:17][O:16][CH2:15][CH2:14]2)=CC=1.ClC(OC1C=CC=CC=1)=O.C(O[C:37](=[O:56])[NH:38][C:39]1[S:40][C:41]2[C:47](C3C=CC=CC=3)=[CH:46][CH:45]=[C:44]([O:54][CH3:55])[C:42]=2[N:43]=1)C1C=CC=CC=1.[CH3:57][NH:58][CH:59]1[CH2:64][CH2:63][CH:62]([C:65]([F:68])([F:67])[F:66])[CH2:61][CH2:60]1. (3) Given the product [F:1][C:2]1[CH:3]=[C:4]([N:16]2[CH:17]=[CH:18][C:14]([CH3:13])=[N:15]2)[CH:5]=[CH:6][C:7]=1[O:8][CH3:9], predict the reactants needed to synthesize it. The reactants are: [F:1][C:2]1[CH:3]=[C:4](B(O)O)[CH:5]=[CH:6][C:7]=1[O:8][CH3:9].[CH3:13][C:14]1[CH:18]=[CH:17][NH:16][N:15]=1. (4) Given the product [Br:9][C:10]1[CH:11]=[C:12]2[C:16](=[C:17]([N+:7]([O-:8])=[O:6])[C:18]=1[Cl:19])[NH:15][N:14]=[C:13]2[NH:20][C:21](=[O:25])[CH2:22][CH2:23][CH3:24], predict the reactants needed to synthesize it. The reactants are: F[B-](F)(F)F.[O:6]=[N+:7]=[O:8].[Br:9][C:10]1[CH:11]=[C:12]2[C:16](=[CH:17][C:18]=1[Cl:19])[NH:15][N:14]=[C:13]2[NH:20][C:21](=[O:25])[CH2:22][CH2:23][CH3:24].C(OCC)(=O)C.C(=O)([O-])O.[Na+].